This data is from Reaction yield outcomes from USPTO patents with 853,638 reactions. The task is: Predict the reaction yield, written as a fraction of the theoretical maximum amount of product (1.0 means a 100% yield; for example, 0.34 means a 34% yield). The reactants are [CH2:1]([O:8][C:9]1[CH:14]=[CH:13][N:12]([C:15]2[CH:16]=[CH:17][C:18]3[C:19]4[CH2:31][N:30](C(OC(C)(C)C)=O)[CH2:29][CH2:28][C:20]=4[N:21]([CH2:24][O:25][CH2:26][CH3:27])[C:22]=3[CH:23]=2)[C:11](=[O:39])[CH:10]=1)[C:2]1[CH:7]=[CH:6][CH:5]=[CH:4][CH:3]=1.Cl. The catalyst is CCO.CCOCC. The product is [CH2:1]([O:8][C:9]1[CH:14]=[CH:13][N:12]([C:15]2[CH:16]=[CH:17][C:18]3[C:19]4[CH2:31][NH:30][CH2:29][CH2:28][C:20]=4[N:21]([CH2:24][O:25][CH2:26][CH3:27])[C:22]=3[CH:23]=2)[C:11](=[O:39])[CH:10]=1)[C:2]1[CH:3]=[CH:4][CH:5]=[CH:6][CH:7]=1. The yield is 0.730.